This data is from Retrosynthesis with 50K atom-mapped reactions and 10 reaction types from USPTO. The task is: Predict the reactants needed to synthesize the given product. (1) The reactants are: CCOC(=O)/C(=N\OC(c1ccccc1)(c1ccccc1)c1ccccc1)c1nc(NC(c2ccccc2)(c2ccccc2)c2ccccc2)sc1C. Given the product Cc1sc(NC(c2ccccc2)(c2ccccc2)c2ccccc2)nc1/C(=N/OC(c1ccccc1)(c1ccccc1)c1ccccc1)C(=O)O, predict the reactants needed to synthesize it. (2) Given the product O=Cc1ccc(-c2ccccc2)o1, predict the reactants needed to synthesize it. The reactants are: CC(=O)[O-].c1ccc(-c2ccco2)cc1. (3) Given the product Cc1ccccc1C(CCC(=O)O)Oc1cc(OCc2ccsc2)cc(F)c1C#N, predict the reactants needed to synthesize it. The reactants are: CCOC(=O)CCC(Oc1cc(OCc2ccsc2)cc(F)c1C#N)c1ccccc1C. (4) Given the product Nc1nc(CCCC(=O)NCC(=O)NC[C@H](NS(=O)(=O)c2ccccc2)C(=O)O)cs1, predict the reactants needed to synthesize it. The reactants are: CC(C)(C)OC(=O)[C@H](CNC(=O)CNC(=O)CCCc1csc(N)n1)NS(=O)(=O)c1ccccc1.